This data is from Full USPTO retrosynthesis dataset with 1.9M reactions from patents (1976-2016). The task is: Predict the reactants needed to synthesize the given product. (1) Given the product [O:1]([C:8]1[CH:9]=[C:10]([N:14]([CH2:22][C:23]2[CH:24]=[C:25]([CH2:26][OH:27])[CH:30]=[CH:31][CH:32]=2)[CH2:15][CH:16]([OH:21])[C:17]([F:18])([F:19])[F:20])[CH:11]=[CH:12][CH:13]=1)[C:2]1[CH:7]=[CH:6][CH:5]=[CH:4][CH:3]=1, predict the reactants needed to synthesize it. The reactants are: [O:1]([C:8]1[CH:9]=[C:10]([N:14]([CH2:22][C:23]2[CH:24]=[C:25]([CH:30]=[CH:31][CH:32]=2)[C:26](OC)=[O:27])[CH2:15][CH:16]([OH:21])[C:17]([F:20])([F:19])[F:18])[CH:11]=[CH:12][CH:13]=1)[C:2]1[CH:7]=[CH:6][CH:5]=[CH:4][CH:3]=1.[H-].[Al+3].[Li+].[H-].[H-].[H-].C1COCC1. (2) Given the product [NH:10]1[C:5]2[CH:4]=[CH:3][NH:13][C:6]=2[C:7](=[O:12])[NH:8][C:9]1=[O:11], predict the reactants needed to synthesize it. The reactants are: CN(C)/[CH:3]=[CH:4]/[C:5]1[NH:10][C:9](=[O:11])[NH:8][C:7](=[O:12])[C:6]=1[N+:13]([O-])=O. (3) Given the product [Br:28][CH2:22][C:17]1[CH:18]=[CH:19][CH:20]=[CH:21][C:16]=1[N:9]1[C:8](=[O:24])[N:7]([CH2:6][C:5]2[CH:25]=[CH:26][C:2]([Cl:1])=[CH:3][CH:4]=2)[C:12](=[O:13])[C:11]([O:14][CH3:15])=[N:10]1, predict the reactants needed to synthesize it. The reactants are: [Cl:1][C:2]1[CH:26]=[CH:25][C:5]([CH2:6][N:7]2[C:12](=[O:13])[C:11]([O:14][CH3:15])=[N:10][N:9]([C:16]3[CH:21]=[CH:20][CH:19]=[CH:18][C:17]=3[CH2:22]O)[C:8]2=[O:24])=[CH:4][CH:3]=1.P(Br)(Br)[Br:28]. (4) The reactants are: [Li+].[Cl-].[CH:3]1[CH:8]=CC(P(C2C=CC=CC=2)C2C=CC=CC=2)=C[CH:4]=1.FC(F)(F)S(O[C:28]1[CH:33]=[C:32]([Cl:34])[C:31]([C:35]#[N:36])=[CH:30][C:29]=1[Cl:37])(=O)=O.C([Sn](CCCC)(CCCC)CCCC)C=C. Given the product [CH2:8]([C:28]1[C:29]([Cl:37])=[CH:30][C:31]([C:35]#[N:36])=[C:32]([Cl:34])[CH:33]=1)[CH:3]=[CH2:4], predict the reactants needed to synthesize it. (5) Given the product [Cl:35][C:19]1[C:20]([NH:22][C:23]2[CH:28]=[CH:27][CH:26]=[CH:25][C:24]=2[C:29]2[N:30]([CH3:34])[CH:31]=[CH:32][N:33]=2)=[N:21][C:16]([NH:13][C:9]2[C:4]3[O:5][CH2:6][CH2:7][CH2:8][C:2]([CH3:14])([CH3:1])[C:3]=3[CH:12]=[CH:11][CH:10]=2)=[N:17][CH:18]=1, predict the reactants needed to synthesize it. The reactants are: [CH3:1][C:2]1([CH3:14])[CH2:8][CH2:7][CH2:6][O:5][C:4]2[C:9]([NH2:13])=[CH:10][CH:11]=[CH:12][C:3]1=2.Cl[C:16]1[N:21]=[C:20]([NH:22][C:23]2[CH:28]=[CH:27][CH:26]=[CH:25][C:24]=2[C:29]2[N:30]([CH3:34])[CH:31]=[CH:32][N:33]=2)[C:19]([Cl:35])=[CH:18][N:17]=1. (6) Given the product [C:21]([NH:50][C:42]1[C:41]([O:40][CH2:39][CH2:38][N:37]([CH3:53])[CH3:36])=[CH:49][CH:48]=[CH:47][C:43]=1[C:44]([NH:46][C:12]1[CH:17]=[C:16]([C:18]2[NH:26][C:25]3[C:24]4([CH2:31][CH2:30][CH2:29][NH:28][CH2:27]4)[CH2:23][NH:22][C:21](=[O:32])[C:20]=3[CH:19]=2)[CH:15]=[CH:14][N:13]=1)=[O:45])(=[O:32])[CH:20]=[CH2:19], predict the reactants needed to synthesize it. The reactants are: C(NC1C=C(C=CC=1)C(N[C:12]1[CH:17]=[C:16]([C:18]2[NH:26][C:25]3[C:24]4([CH2:31][CH2:30][CH2:29][NH:28][CH2:27]4)[CH2:23][NH:22][C:21](=[O:32])[C:20]=3[CH:19]=2)[CH:15]=[CH:14][N:13]=1)=O)(=O)C=C.[CH3:36][N:37]([CH3:53])[CH2:38][CH2:39][O:40][C:41]1[C:42]([N+:50]([O-])=O)=[C:43]([CH:47]=[CH:48][CH:49]=1)[C:44]([NH2:46])=[O:45]. (7) Given the product [Br:1][CH:2]([CH3:12])[C:3](=[S:19])[O:5][CH2:6][C:7]1[O:11][CH:10]=[CH:9][CH:8]=1, predict the reactants needed to synthesize it. The reactants are: [Br:1][CH:2]([CH3:12])[C:3]([O:5][CH2:6][C:7]1[O:11][CH:10]=[CH:9][CH:8]=1)=O.O1C=CC=C1C[SH:19]. (8) Given the product [C:1]1([N:7]([C:14]2[CH:15]=[C:16]3[C:17]([C:23]([CH3:25])=[CH:22][C:21](=[O:26])[O:20]3)=[CH:18][CH:19]=2)[C:8]2[CH:13]=[CH:12][CH:11]=[CH:10][CH:9]=2)[CH:6]=[CH:5][CH:4]=[CH:3][CH:2]=1, predict the reactants needed to synthesize it. The reactants are: [C:1]1([N:7]([C:14]2[CH:15]=[C:16]([OH:20])[CH:17]=[CH:18][CH:19]=2)[C:8]2[CH:13]=[CH:12][CH:11]=[CH:10][CH:9]=2)[CH:6]=[CH:5][CH:4]=[CH:3][CH:2]=1.[C:21](OCC)(=[O:26])[CH2:22][C:23]([CH3:25])=O.[N+](C1C=CC=CC=1)([O-])=O.[Cl-].[Cl-].[Cl-].[Al+3].Cl.